From a dataset of Full USPTO retrosynthesis dataset with 1.9M reactions from patents (1976-2016). Predict the reactants needed to synthesize the given product. (1) Given the product [OH:1][C:2]1([C:12]2[S:13][CH:14]=[C:15]([C:17]([NH:21][CH3:20])=[O:19])[N:16]=2)[CH2:11][CH2:10][C:5]2([O:9][CH2:8][CH2:7][O:6]2)[CH2:4][CH2:3]1, predict the reactants needed to synthesize it. The reactants are: [OH:1][C:2]1([C:12]2[S:13][CH:14]=[C:15]([C:17]([OH:19])=O)[N:16]=2)[CH2:11][CH2:10][C:5]2([O:9][CH2:8][CH2:7][O:6]2)[CH2:4][CH2:3]1.[CH3:20][NH2:21].C(Cl)Cl. (2) Given the product [CH2:28]([O:35][C:36]1[CH:37]=[CH:38][C:39]([CH3:45])=[C:40]([C:41]([N:22]2[CH2:23][CH2:24][CH:19]([N:17]3[C:16](=[O:25])[C:15]([CH3:27])([CH3:26])[C:14]([C:5]4[CH:4]=[C:3]([O:2][CH3:1])[C:11]5[O:10][C:9]([CH3:13])([CH3:12])[CH2:8][C:7]=5[CH:6]=4)=[N:18]3)[CH2:20][CH2:21]2)=[O:42])[CH:44]=1)[C:29]1[CH:30]=[CH:31][CH:32]=[CH:33][CH:34]=1, predict the reactants needed to synthesize it. The reactants are: [CH3:1][O:2][C:3]1[C:11]2[O:10][C:9]([CH3:13])([CH3:12])[CH2:8][C:7]=2[CH:6]=[C:5]([C:14]2[C:15]([CH3:27])([CH3:26])[C:16](=[O:25])[N:17]([CH:19]3[CH2:24][CH2:23][NH:22][CH2:21][CH2:20]3)[N:18]=2)[CH:4]=1.[CH2:28]([O:35][C:36]1[CH:37]=[CH:38][C:39]([CH3:45])=[C:40]([CH:44]=1)[C:41](O)=[O:42])[C:29]1[CH:34]=[CH:33][CH:32]=[CH:31][CH:30]=1. (3) Given the product [Cl:1][C:2]1[CH:3]=[CH:4][C:5]([C:8]2[O:9][CH:10]=[C:11]([CH2:13][O:14][CH2:17][O:18][CH3:19])[N:12]=2)=[CH:6][CH:7]=1, predict the reactants needed to synthesize it. The reactants are: [Cl:1][C:2]1[CH:7]=[CH:6][C:5]([C:8]2[O:9][CH:10]=[C:11]([CH2:13][OH:14])[N:12]=2)=[CH:4][CH:3]=1.[H-].[Na+].[CH3:17][O:18][CH2:19]Cl.O. (4) Given the product [CH2:2]([O:1][C:6]1[CH:11]=[CH:10][C:9]([S:12]([NH2:15])(=[O:14])=[O:13])=[CH:8][C:7]=1[N+:16]([O-:18])=[O:17])[CH3:3], predict the reactants needed to synthesize it. The reactants are: [O-:1][CH2:2][CH3:3].[Na+].F[C:6]1[CH:11]=[CH:10][C:9]([S:12]([NH2:15])(=[O:14])=[O:13])=[CH:8][C:7]=1[N+:16]([O-:18])=[O:17].C(OC1C=CC(S(N)(=O)=O)=CC=1N=C=S)(C)C.